Regression. Given a peptide amino acid sequence and an MHC pseudo amino acid sequence, predict their binding affinity value. This is MHC class II binding data. From a dataset of Peptide-MHC class II binding affinity with 134,281 pairs from IEDB. (1) The peptide sequence is ATAANAAPANDKFTV. The binding affinity (normalized) is 0. The MHC is DRB1_0802 with pseudo-sequence DRB1_0802. (2) The peptide sequence is VHVSFVMAYPEMLAA. The MHC is DRB1_1602 with pseudo-sequence DRB1_1602. The binding affinity (normalized) is 0.625.